Task: Predict the reaction yield, written as a fraction of the theoretical maximum amount of product (1.0 means a 100% yield; for example, 0.34 means a 34% yield).. Dataset: Reaction yield outcomes from USPTO patents with 853,638 reactions (1) The reactants are C(=O)C1C=CC=CC=1.[CH3:9][NH:10][CH:11]1[CH2:16][CH2:15][CH:14]([NH2:17])[CH2:13][CH2:12]1.[C:26](O[C:26]([O:28][C:29]([CH3:32])([CH3:31])[CH3:30])=[O:27])([O:28][C:29]([CH3:32])([CH3:31])[CH3:30])=[O:27].S([O-])(O)(=O)=O.[K+]. The catalyst is C1(C)C=CC=CC=1. The product is [C:29]([O:28][C:26](=[O:27])[N:10]([CH:11]1[CH2:16][CH2:15][CH:14]([NH2:17])[CH2:13][CH2:12]1)[CH3:9])([CH3:30])([CH3:31])[CH3:32]. The yield is 0.590. (2) The reactants are [CH:1]([C@@H:14]1[CH2:16][O:15]1)([C:8]1[CH:13]=[CH:12][CH:11]=[CH:10][CH:9]=1)[C:2]1[CH:7]=[CH:6][CH:5]=[CH:4][CH:3]=1.[CH:17]([Mg]Br)=[CH2:18]. The catalyst is C1COCC1.[Cu]I. The product is [C:2]1([CH:1]([C:8]2[CH:13]=[CH:12][CH:11]=[CH:10][CH:9]=2)[C@@H:14]([OH:15])[CH2:16][CH:17]=[CH2:18])[CH:7]=[CH:6][CH:5]=[CH:4][CH:3]=1. The yield is 0.700. (3) The reactants are [NH2:1][C:2]1[C:3]([C:25](=[NH:28])[NH:26]O)=[C:4]([CH:22]=[CH:23][CH:24]=1)[O:5][CH2:6][C:7]1([C:14]([NH:16][CH:17]2[CH2:21][CH2:20][CH2:19][CH2:18]2)=[O:15])[CH2:12][CH2:11][CH2:10][NH:9][C:8]1=[O:13]. The catalyst is CC(O)=O.CCOC(C)=O.[Zn]. The product is [NH2:1][C:2]1[C:3]([C:25](=[NH:26])[NH2:28])=[C:4]([CH:22]=[CH:23][CH:24]=1)[O:5][CH2:6][C:7]1([C:14]([NH:16][CH:17]2[CH2:21][CH2:20][CH2:19][CH2:18]2)=[O:15])[CH2:12][CH2:11][CH2:10][NH:9][C:8]1=[O:13]. The yield is 0.890. (4) The reactants are [F:1][C:2]1[C:3]([CH3:12])=[CH:4][C:5]([OH:11])=[C:6]([C:8](=[O:10])[CH3:9])[CH:7]=1.C(O)(=O)C.[Br:17]N1C(=O)CCC1=O. No catalyst specified. The product is [Br:17][C:4]1[C:5]([OH:11])=[C:6]([C:8](=[O:10])[CH3:9])[CH:7]=[C:2]([F:1])[C:3]=1[CH3:12]. The yield is 0.710. (5) The reactants are [N:1]1([C:7]2[C:8]3[N:16]=[C:15]([C:17]4[CH:18]=[N:19][CH:20]=[CH:21][CH:22]=4)[S:14][C:9]=3[N:10]=[C:11]([NH2:13])[N:12]=2)[CH2:6][CH2:5][NH:4][CH2:3][CH2:2]1.[F:23][C:24]([F:38])([F:37])[O:25][C:26]1[CH:36]=[CH:35][C:29]([O:30][CH2:31][C:32](O)=[O:33])=[CH:28][CH:27]=1. No catalyst specified. The product is [NH2:13][C:11]1[N:12]=[C:7]([N:1]2[CH2:6][CH2:5][N:4]([C:32](=[O:33])[CH2:31][O:30][C:29]3[CH:35]=[CH:36][C:26]([O:25][C:24]([F:37])([F:23])[F:38])=[CH:27][CH:28]=3)[CH2:3][CH2:2]2)[C:8]2[N:16]=[C:15]([C:17]3[CH:18]=[N:19][CH:20]=[CH:21][CH:22]=3)[S:14][C:9]=2[N:10]=1. The yield is 0.450. (6) The catalyst is O1CCCC1. The yield is 0.970. The product is [ClH:2].[ClH:17].[Cl:2][C:3]1[CH:4]=[CH:5][C:6]([CH:9]2[CH2:14][N:13]([C:18]3[N:23]([CH3:24])[C:22](=[O:25])[CH:21]=[C:20]([C:26]4[CH:27]=[CH:28][N:29]=[CH:30][CH:31]=4)[N:19]=3)[CH2:12][C:11]([CH3:16])([CH3:15])[NH:10]2)=[CH:7][CH:8]=1. The reactants are Cl.[Cl:2][C:3]1[CH:8]=[CH:7][C:6]([CH:9]2[CH2:14][NH:13][CH2:12][C:11]([CH3:16])([CH3:15])[NH:10]2)=[CH:5][CH:4]=1.[Cl:17][C:18]1[N:23]([CH3:24])[C:22](=[O:25])[CH:21]=[C:20]([C:26]2[CH:31]=[CH:30][N:29]=[CH:28][CH:27]=2)[N:19]=1.C(N(CC)CC)C.Cl.C(OCC)(=O)C. (7) The reactants are C(=O)([O-])[O-].[K+].[K+].[F:7][C:8]1[CH:15]=[C:14]([F:16])[CH:13]=[CH:12][C:9]=1[CH2:10]Br.[OH:17][C:18]1[N:19]=[C:20]([S:36][CH3:37])[N:21]([C:25]2[CH:26]=[C:27]([CH:32]=[CH:33][C:34]=2[CH3:35])[C:28]([O:30][CH3:31])=[O:29])[C:22](=[O:24])[CH:23]=1. No catalyst specified. The product is [F:7][C:8]1[CH:15]=[C:14]([F:16])[CH:13]=[CH:12][C:9]=1[CH2:10][O:17][C:18]1[N:19]=[C:20]([S:36][CH3:37])[N:21]([C:25]2[CH:26]=[C:27]([CH:32]=[CH:33][C:34]=2[CH3:35])[C:28]([O:30][CH3:31])=[O:29])[C:22](=[O:24])[CH:23]=1. The yield is 0.640.